This data is from Full USPTO retrosynthesis dataset with 1.9M reactions from patents (1976-2016). The task is: Predict the reactants needed to synthesize the given product. (1) Given the product [Na+:34].[CH3:30][C:29]1[C:24]([CH:12]2[CH2:13][CH2:14][CH2:15][CH:16]([C:17]3[C:22]([CH3:23])=[CH:21][CH:20]=[CH:19][N:18]=3)[N:11]2[CH2:10][C:5]2[CH:6]=[CH:7][CH:8]=[CH:9][C:4]=2[C:3]([O-:31])=[O:2])=[N:25][CH:26]=[CH:27][CH:28]=1, predict the reactants needed to synthesize it. The reactants are: C[O:2][C:3](=[O:31])[C:4]1[CH:9]=[CH:8][CH:7]=[CH:6][C:5]=1[CH2:10][N:11]1[CH:16]([C:17]2[C:22]([CH3:23])=[CH:21][CH:20]=[CH:19][N:18]=2)[CH2:15][CH2:14][CH2:13][CH:12]1[C:24]1[C:29]([CH3:30])=[CH:28][CH:27]=[CH:26][N:25]=1.O.[OH-].[Na+:34]. (2) Given the product [Br:57][C:58]1[N:63]=[C:62]([C:64](=[O:67])[NH:65][CH3:66])[C:61]([NH:68][C:69]2[C:74]([C:75]([F:78])([F:76])[F:77])=[CH:73][N:72]=[C:71]([NH:79][C:80]3[CH:91]=[CH:90][C:83]([CH2:84][CH2:85][CH2:86][PH:87](=[O:88])[O:89][CH2:111][C:108]4([CH2:107][N:105]5[CH:106]=[C:102]([B:97]6[O:96][C:95]([CH3:113])([CH3:94])[C:99]([CH3:101])([CH3:100])[O:98]6)[CH:103]=[N:104]5)[CH2:110][CH2:109]4)=[CH:82][C:81]=3[O:92][CH3:93])[N:70]=2)=[CH:60][CH:59]=1, predict the reactants needed to synthesize it. The reactants are: BrC1N=C(C(=O)NC)C(NC2C(C(F)(F)F)=CN=C(NC3C=CC(CP(=O)(O[C@@H](CCN4C=C(B5OC(C)(C)C(C)(C)O5)C=N4)C)OCC)=CC=3OC)N=2)=CC=1.[Br:57][C:58]1[N:63]=[C:62]([C:64](=[O:67])[NH:65][CH3:66])[C:61]([NH:68][C:69]2[C:74]([C:75]([F:78])([F:77])[F:76])=[CH:73][N:72]=[C:71]([NH:79][C:80]3[CH:91]=[CH:90][C:83]([CH2:84][CH2:85][CH2:86][PH:87](=[O:89])[OH:88])=[CH:82][C:81]=3[O:92][CH3:93])[N:70]=2)=[CH:60][CH:59]=1.[CH3:94][C:95]1([CH3:113])[C:99]([CH3:101])([CH3:100])[O:98][B:97]([C:102]2[CH:103]=[N:104][N:105]([CH2:107][C:108]3([CH2:111]O)[CH2:110][CH2:109]3)[CH:106]=2)[O:96]1. (3) The reactants are: C([O:3][C:4]([CH:6]1[CH2:11][CH2:10][N:9](C(OC(C)(C)C)=O)[CH2:8][CH:7]1[NH:19][S:20]([C:23]1[CH:28]=[CH:27][C:26]([O:29][CH2:30][C:31]2[C:40]3[C:35](=[CH:36][CH:37]=[CH:38][CH:39]=3)[N:34]=[C:33]([CH3:41])[CH:32]=2)=[CH:25][CH:24]=1)(=[O:22])=[O:21])=[O:5])C.C(N=C=O)(C)(C)C. Given the product [CH3:41][C:33]1[CH:32]=[C:31]([CH2:30][O:29][C:26]2[CH:27]=[CH:28][C:23]([S:20]([NH:19][CH:7]3[CH:6]([C:4]([OH:5])=[O:3])[CH2:11][CH2:10][NH:9][CH2:8]3)(=[O:21])=[O:22])=[CH:24][CH:25]=2)[C:40]2[C:35](=[CH:36][CH:37]=[CH:38][CH:39]=2)[N:34]=1, predict the reactants needed to synthesize it. (4) Given the product [C:1]([O:5][C:6]([NH:8][CH2:9][C:10]1[C:15]([Cl:53])=[CH:14][CH:13]=[C:12]2[N:16]([C:31]3[C:32]4[C@H:39]([CH3:40])[CH2:38][C@@H:37]([O:41][C:42](=[O:52])[C:43]5[CH:44]=[CH:45][C:46]([N+:49]([O-:51])=[O:50])=[CH:47][CH:48]=5)[C:33]=4[N:34]=[CH:35][N:36]=3)[CH2:17][C:18]3([CH2:19][CH2:20][N:21]([C:24]([O:26][C:27]([CH3:30])([CH3:28])[CH3:29])=[O:25])[CH2:22][CH2:23]3)[C:11]=12)=[O:7])([CH3:2])([CH3:3])[CH3:4], predict the reactants needed to synthesize it. The reactants are: [C:1]([O:5][C:6]([NH:8][CH2:9][C:10]1[CH:15]=[CH:14][CH:13]=[C:12]2[N:16]([C:31]3[C:32]4[C@H:39]([CH3:40])[CH2:38][C@@H:37]([O:41][C:42](=[O:52])[C:43]5[CH:48]=[CH:47][C:46]([N+:49]([O-:51])=[O:50])=[CH:45][CH:44]=5)[C:33]=4[N:34]=[CH:35][N:36]=3)[CH2:17][C:18]3([CH2:23][CH2:22][N:21]([C:24]([O:26][C:27]([CH3:30])([CH3:29])[CH3:28])=[O:25])[CH2:20][CH2:19]3)[C:11]=12)=[O:7])([CH3:4])([CH3:3])[CH3:2].[Cl:53]N1C(=O)CCC1=O. (5) Given the product [O:12]([C:13]1[C:18]([CH2:19][C:20]2[CH:21]=[CH:22][C:23]([O:26][CH3:27])=[CH:24][CH:25]=2)=[C:17]([CH3:28])[CH:16]=[C:15]([CH3:29])[N:14]=1)[C@@H:11]1[O:30][C@H:31]([C@@H:52]([CH3:62])[OH:53])[C@@H:32]([OH:43])[C@H:33]([OH:34])[C@H:10]1[OH:9], predict the reactants needed to synthesize it. The reactants are: C([O:9][C@@H:10]1[C@@H:33]([O:34]C(=O)C2C=CC=CC=2)[C@H:32]([O:43]C(=O)C2C=CC=CC=2)[C@@H:31]([C@@H:52]([CH3:62])[O:53]C(=O)C2C=CC=CC=2)[O:30][C@H:11]1[O:12][C:13]1[C:18]([CH2:19][C:20]2[CH:25]=[CH:24][C:23]([O:26][CH3:27])=[CH:22][CH:21]=2)=[C:17]([CH3:28])[CH:16]=[C:15]([CH3:29])[N:14]=1)(=O)C1C=CC=CC=1.CO.C(=O)([O-])[O-].[K+].[K+].C(O[C@@H]1[C@@H](OC(=O)C2C=CC=CC=2)[C@H](OC(=O)C2C=CC=CC=2)[C@@H]([C@@H](C)OC(=O)C2C=CC=CC=2)O[C@H]1OC1C(CC2C=CC(CC)=CC=2)=C(C)C=C(C)N=1)(=O)C1C=CC=CC=1. (6) Given the product [O:6]1[C:10]2[CH:11]=[CH:12][C:13]([S:2]([Cl:1])(=[O:5])=[O:3])=[CH:14][C:9]=2[CH2:8][CH2:7]1, predict the reactants needed to synthesize it. The reactants are: [Cl:1][S:2]([OH:5])(=O)=[O:3].[O:6]1[C:10]2[CH:11]=[CH:12][CH:13]=[CH:14][C:9]=2[CH2:8][CH2:7]1. (7) Given the product [CH3:13][C:14]1[CH:19]=[C:18]([C:20]2[CH:21]=[CH:22][C:23]3[N:29]4[CH2:30][C@H:26]([CH2:27][CH2:28]4)[N:25]([C:5]([NH:39][CH2:38][C:33]4[CH:34]=[CH:35][CH:36]=[CH:37][N:32]=4)=[O:11])[C:24]=3[N:31]=2)[CH:17]=[CH:16][N:15]=1, predict the reactants needed to synthesize it. The reactants are: ClC(Cl)(O[C:5](=[O:11])OC(Cl)(Cl)Cl)Cl.[CH3:13][C:14]1[CH:19]=[C:18]([C:20]2[CH:21]=[CH:22][C:23]3[N:29]4[CH2:30][C@H:26]([CH2:27][CH2:28]4)[NH:25][C:24]=3[N:31]=2)[CH:17]=[CH:16][N:15]=1.[N:32]1[CH:37]=[CH:36][CH:35]=[CH:34][C:33]=1[CH2:38][NH2:39]. (8) Given the product [CH2:18]([CH:8]1[C:7](=[O:20])[N:6]([CH2:5][CH2:4][C:3]([OH:21])=[O:2])[C:11]2[CH:12]=[C:13]([CH3:17])[CH:14]=[C:15]([CH3:16])[C:10]=2[O:9]1)[CH3:19], predict the reactants needed to synthesize it. The reactants are: C[O:2][C:3](=[O:21])[CH2:4][CH2:5][N:6]1[C:11]2[CH:12]=[C:13]([CH3:17])[CH:14]=[C:15]([CH3:16])[C:10]=2[O:9][CH:8]([CH2:18][CH3:19])[C:7]1=[O:20].[OH-].[Na+].